From a dataset of TCR-epitope binding with 47,182 pairs between 192 epitopes and 23,139 TCRs. Binary Classification. Given a T-cell receptor sequence (or CDR3 region) and an epitope sequence, predict whether binding occurs between them. (1) The epitope is NEGVKAAW. The TCR CDR3 sequence is CASSAGTSGSWYEQYF. Result: 0 (the TCR does not bind to the epitope). (2) The epitope is GILGFVFTL. The TCR CDR3 sequence is CASSKRSSDTQYF. Result: 1 (the TCR binds to the epitope). (3) The epitope is NLSALGIFST. The TCR CDR3 sequence is CASSQQAGGITYNEQFF. Result: 0 (the TCR does not bind to the epitope). (4) The epitope is MMISAGFSL. The TCR CDR3 sequence is CASSQGGNQPQHF. Result: 0 (the TCR does not bind to the epitope). (5) The epitope is FSKQLQQSM. The TCR CDR3 sequence is CASSLYSGAEQPQHF. Result: 0 (the TCR does not bind to the epitope). (6) The epitope is SEISMDNSPNL. The TCR CDR3 sequence is CASSLPGTAEAFF. Result: 1 (the TCR binds to the epitope). (7) The epitope is FVDGVPFVV. The TCR CDR3 sequence is CASSYGPSEQYF. Result: 1 (the TCR binds to the epitope).